Dataset: Forward reaction prediction with 1.9M reactions from USPTO patents (1976-2016). Task: Predict the product of the given reaction. (1) Given the reactants [NH2:1][CH:2]([CH:6]1[CH2:10][CH2:9][NH:8][CH2:7]1)[CH2:3][C:4]#[N:5].[NH2:11][N:12]1[C:21](=[O:22])[C:20]2[C:15](=[C:16]([O:25][CH3:26])[C:17](F)=[C:18]([F:23])[CH:19]=2)[N:14]([CH:27]2[CH2:29][CH2:28]2)[C:13]1=[O:30].CN(C)C(N(C)C)=N.Cl, predict the reaction product. The product is: [NH2:1][CH:2]([CH:6]1[CH2:10][CH2:9][N:8]([C:17]2[C:16]([O:25][CH3:26])=[C:15]3[C:20]([C:21](=[O:22])[N:12]([NH2:11])[C:13](=[O:30])[N:14]3[CH:27]3[CH2:28][CH2:29]3)=[CH:19][C:18]=2[F:23])[CH2:7]1)[CH2:3][C:4]#[N:5]. (2) Given the reactants [I-].ClC1C=CC=C[N+]=1C.[Br:10][C:11]1[CH:28]=[CH:27][C:14]([C:15]([NH:17][C:18]2[CH:26]=[CH:25][C:21]([C:22]([OH:24])=O)=[CH:20][N:19]=2)=[O:16])=[CH:13][N:12]=1.[NH2:29][C:30]1[CH:35]=[CH:34][C:33]([Br:36])=[CH:32][N:31]=1.CCN(C(C)C)C(C)C, predict the reaction product. The product is: [Br:10][C:11]1[CH:28]=[CH:27][C:14]([C:15]([NH:17][C:18]2[CH:26]=[CH:25][C:21]([C:22](=[O:24])[NH:29][C:30]3[CH:35]=[CH:34][C:33]([Br:36])=[CH:32][N:31]=3)=[CH:20][N:19]=2)=[O:16])=[CH:13][N:12]=1. (3) Given the reactants [Cl:1][C:2]1[N:7]=[C:6]([Cl:8])[C:5]([C:9](Cl)=[O:10])=[CH:4][N:3]=1.[CH3:12][C:13]1[CH:19]=[CH:18][CH:17]=[C:16]([CH3:20])[C:14]=1[NH2:15], predict the reaction product. The product is: [Cl:1][C:2]1[N:7]=[C:6]([Cl:8])[C:5]([C:9]([NH:15][C:14]2[C:16]([CH3:20])=[CH:17][CH:18]=[CH:19][C:13]=2[CH3:12])=[O:10])=[CH:4][N:3]=1. (4) Given the reactants C(NC(C)C)(C)C.[Li]CCCC.[Cl:13][C:14]1[CH:15]=[N:16][CH:17]=[CH:18][CH:19]=1.[CH:20]([CH:22]1[CH2:27][CH2:26][N:25]([C:28]([O:30][C:31]([CH3:34])([CH3:33])[CH3:32])=[O:29])[CH2:24][CH2:23]1)=[O:21], predict the reaction product. The product is: [Cl:13][C:14]1[CH:15]=[N:16][CH:17]=[CH:18][C:19]=1[CH:20]([OH:21])[CH:22]1[CH2:27][CH2:26][N:25]([C:28]([O:30][C:31]([CH3:33])([CH3:32])[CH3:34])=[O:29])[CH2:24][CH2:23]1. (5) The product is: [C:64]([C:25]1[CH:24]=[CH:23][C:22]([O:21][CH2:20][CH2:32][N:43]2[CH2:44][CH:45]3[CH:48]([N:49]([CH3:57])[C:50](=[O:56])[O:51][C:52]([CH3:53])([CH3:54])[CH3:55])[CH:41]([CH2:47][CH2:46]3)[CH2:42]2)=[CH:27][CH:26]=1)#[N:65]. Given the reactants C(N1CC2C(N(C)CCC[CH:20]([C:32]3C=CC(C#N)=CC=3)[O:21][C:22]3[CH:27]=[CH:26][C:25](OC)=[C:24](OC)[CH:23]=3)C(CC2)C1)C1C=CC=CC=1.[CH:41]12[CH:48]([N:49]([CH3:57])[C:50](=[O:56])[O:51][C:52]([CH3:55])([CH3:54])[CH3:53])[CH:45]([CH2:46][CH2:47]1)[CH2:44][NH:43][CH2:42]2.C([O-])([O-])=O.[K+].[K+].[CH3:64][N:65](C=O)C, predict the reaction product. (6) The product is: [C:14]([N:18]1[CH2:23][CH2:22][N:21]([C:3]2[NH:12][C:11](=[O:13])[C:10]3[CH2:9][CH2:8][CH2:7][CH2:6][C:5]=3[N:4]=2)[CH2:20][CH2:19]1)([CH3:17])([CH3:16])[CH3:15]. Given the reactants CS[C:3]1[NH:12][C:11](=[O:13])[C:10]2[CH2:9][CH2:8][CH2:7][CH2:6][C:5]=2[N:4]=1.[C:14]([N:18]1[CH2:23][CH2:22][NH:21][CH2:20][CH2:19]1)([CH3:17])([CH3:16])[CH3:15], predict the reaction product. (7) Given the reactants F[C:2]1[CH:7]=[CH:6][C:5]([N+:8]([O-:10])=[O:9])=[CH:4][CH:3]=1.[NH2:11][C:12]1[CH:16]=[C:15]([CH3:17])[NH:14][N:13]=1.CC(C)([O-])C.[K+].C1COCC1, predict the reaction product. The product is: [CH3:17][C:15]1[NH:14][N:13]=[C:12]([NH:11][C:2]2[CH:7]=[CH:6][C:5]([N+:8]([O-:10])=[O:9])=[CH:4][CH:3]=2)[CH:16]=1. (8) The product is: [OH:2][C:3]1[CH:12]=[CH:11][C:10]2[N:9]=[C:8]([NH:13][CH2:14][C:15]3[CH:16]=[CH:17][CH:18]=[CH:19][CH:20]=3)[C:7]([C:21]3[CH:22]=[CH:23][CH:24]=[CH:25][CH:26]=3)=[N:6][C:5]=2[C:4]=1[C:27]([OH:29])=[O:28]. Given the reactants C[O:2][C:3]1[CH:12]=[CH:11][C:10]2[N:9]=[C:8]([NH:13][CH2:14][C:15]3[CH:20]=[CH:19][CH:18]=[CH:17][CH:16]=3)[C:7]([C:21]3[CH:26]=[CH:25][CH:24]=[CH:23][CH:22]=3)=[N:6][C:5]=2[C:4]=1[C:27]([O:29]C)=[O:28].B(Br)(Br)Br, predict the reaction product.